Dataset: Catalyst prediction with 721,799 reactions and 888 catalyst types from USPTO. Task: Predict which catalyst facilitates the given reaction. (1) Reactant: [Br:1][C:2]1[CH:7]=[CH:6][CH:5]=[CH:4][C:3]=1C(CC(C)C)C(O)=O.[CH2:16](N(CC)CC)C.ClC([O:26][CH2:27][CH3:28])=O.[N-:29]=[N+:30]=[N-:31].[Na+]. Product: [Br:1][C:2]1[CH:7]=[C:6]([CH:28]([CH3:16])[C:27]([N:29]=[N+:30]=[N-:31])=[O:26])[CH:5]=[CH:4][CH:3]=1. The catalyst class is: 20. (2) Reactant: [CH3:1][S:2]([O:5][C:6]1[CH:7]=[C:8]([CH2:17][N:18]2[C:26]3[C:21](=[CH:22][CH:23]=[CH:24][CH:25]=3)[C:20]([CH2:27][C:28]3[CH:33]=[CH:32][CH:31]=[C:30]([C:34]([F:37])([F:36])[F:35])[CH:29]=3)=[C:19]2[C:38]([O:40][CH2:41][CH3:42])=[O:39])[CH:9]=[C:10]([O:12]S(C)(=O)=O)[CH:11]=1)(=[O:4])=[O:3].CCCC[N+](CCCC)(CCCC)CCCC.[F-].[NH4+].[Cl-]. Product: [OH:12][C:10]1[CH:9]=[C:8]([CH2:17][N:18]2[C:26]3[C:21](=[CH:22][CH:23]=[CH:24][CH:25]=3)[C:20]([CH2:27][C:28]3[CH:33]=[CH:32][CH:31]=[C:30]([C:34]([F:37])([F:36])[F:35])[CH:29]=3)=[C:19]2[C:38]([O:40][CH2:41][CH3:42])=[O:39])[CH:7]=[C:6]([O:5][S:2]([CH3:1])(=[O:4])=[O:3])[CH:11]=1. The catalyst class is: 1. (3) Reactant: [NH2:1][C:2]1[CH:7]=[CH:6][CH:5]=[CH:4][C:3]=1[NH:8][C:9]1[S:13][C:12]([C:14]([O:16][CH3:17])=[O:15])=[C:11]([OH:18])[CH:10]=1.[CH:19](OCC)(OCC)OCC. Product: [N:8]1([C:9]2[S:13][C:12]([C:14]([O:16][CH3:17])=[O:15])=[C:11]([OH:18])[CH:10]=2)[C:3]2[CH:4]=[CH:5][CH:6]=[CH:7][C:2]=2[N:1]=[CH:19]1. The catalyst class is: 4. (4) Reactant: Cl[C:2]1[C:3]([C:20]#[N:21])=[C:4]([C:14]2[CH:19]=[CH:18][CH:17]=[CH:16][CH:15]=2)[C:5]2[C:10](=[O:11])[NH:9][C:8](=[O:12])[NH:7][C:6]=2[N:13]=1.[S-2:22].[Na+].[Na+].Cl[CH2:26][C:27]1[N:28]=[C:29]([C:32]2[CH:37]=[CH:36][C:35]([Cl:38])=[CH:34][CH:33]=2)[S:30][CH:31]=1.C(=O)(O)[O-].[Na+]. Product: [Cl:38][C:35]1[CH:36]=[CH:37][C:32]([C:29]2[S:30][CH:31]=[C:27]([CH2:26][S:22][C:2]3[C:3]([C:20]#[N:21])=[C:4]([C:14]4[CH:19]=[CH:18][CH:17]=[CH:16][CH:15]=4)[C:5]4[C:10](=[O:11])[NH:9][C:8](=[O:12])[NH:7][C:6]=4[N:13]=3)[N:28]=2)=[CH:33][CH:34]=1. The catalyst class is: 18. (5) Reactant: [CH3:1][C:2](=[CH:4][CH2:5][CH2:6][C:7](=[CH:9][CH:10]=[O:11])[CH3:8])[CH3:3].C1(C)C=CC=CC=1.[CH3:19][C:20](=[CH:22][CH2:23][CH2:24][CH:25]([CH2:27][CH:28]=[O:29])[CH3:26])[CH3:21].C1N=C(N)C2N=CN([C@@H]3O[C@H](COP(OP(OC[C@H]4O[C@@H](N5C=C(C(N)=O)CC=C5)[C@H](O)[C@@H]4O)(O)=O)(O)=O)[C@@H](O)[C@H]3OP(O)(O)=O)C=2N=1. Product: [CH3:3][C:2](=[CH:4][CH2:5][CH2:6]/[C:7](=[CH:9]/[CH2:10][OH:11])/[CH3:8])[CH3:1].[CH3:19][C:20](=[CH:22][CH2:23][CH2:24][CH:25]([CH2:27][CH2:28][OH:29])[CH3:26])[CH3:21]. The catalyst class is: 237.